This data is from Forward reaction prediction with 1.9M reactions from USPTO patents (1976-2016). The task is: Predict the product of the given reaction. (1) Given the reactants [NH2:1][C:2]1[CH:3]=[N:4][C:5]2[C:10]([C:11]=1[NH:12][CH2:13][C:14]([NH:17][S:18]([CH3:21])(=[O:20])=[O:19])([CH3:16])[CH3:15])=[CH:9][CH:8]=[CH:7][CH:6]=2.[CH2:22](N(CC)CC)[CH3:23].ClCC(Cl)=O, predict the reaction product. The product is: [CH3:16][C:14]1([CH3:15])[N:17]([S:18]([CH3:21])(=[O:20])=[O:19])[CH2:23][C:22]2=[N:1][C:2]3[CH:3]=[N:4][C:5]4[C:10]([C:11]=3[N:12]2[CH2:13]1)=[CH:9][CH:8]=[CH:7][CH:6]=4. (2) The product is: [CH3:1][O:2][C:3](=[O:17])[CH2:4][C:5]1[CH:6]=[C:7]([C:23]2[CH:24]=[CH:25][C:20]([C:19]([F:30])([F:29])[F:18])=[CH:21][CH:22]=2)[C:8]([O:11][CH2:12][CH:13]2[CH2:15][CH2:14]2)=[CH:9][CH:10]=1. Given the reactants [CH3:1][O:2][C:3](=[O:17])[CH2:4][C:5]1[CH:10]=[CH:9][C:8]([O:11][CH2:12][CH:13]2[CH2:15][CH2:14]2)=[C:7](Br)[CH:6]=1.[F:18][C:19]([F:30])([F:29])[C:20]1[CH:25]=[CH:24][C:23](B(O)O)=[CH:22][CH:21]=1.C([O-])([O-])=O.[Cs+].[Cs+], predict the reaction product. (3) The product is: [N:17]1([S:27]([C:30]2[CH:31]=[C:32]([N:36]3[C:41](=[O:42])[C:40]4=[C:43](/[CH:46]=[CH:4]/[C:3]([O:6][CH2:7][CH3:8])=[O:5])[S:44][CH:45]=[C:39]4[NH:38][C:37]3=[O:48])[CH:33]=[CH:34][CH:35]=2)(=[O:29])=[O:28])[C:26]2[C:21](=[CH:22][CH:23]=[CH:24][CH:25]=2)[CH2:20][CH2:19][CH2:18]1. Given the reactants [H-].[Na+].[C:3]([O:6][CH2:7][CH2:8]P(OCC)(OCC)=O)(=[O:5])[CH3:4].[N:17]1([S:27]([C:30]2[CH:31]=[C:32]([N:36]3[C:41](=[O:42])[C:40]4=[C:43]([CH:46]=O)[S:44][CH:45]=[C:39]4[NH:38][C:37]3=[O:48])[CH:33]=[CH:34][CH:35]=2)(=[O:29])=[O:28])[C:26]2[C:21](=[CH:22][CH:23]=[CH:24][CH:25]=2)[CH2:20][CH2:19][CH2:18]1, predict the reaction product. (4) Given the reactants [N+:1]([C:4]1[CH:5]=[CH:6][C:7]2[NH:8][C:9]3[C:14]([S:15][C:16]=2[CH:17]=1)=[CH:13][C:12]([N+:18]([O-:20])=[O:19])=[CH:11][CH:10]=3)([O-:3])=[O:2].[C:21](OC(=O)C)(=[O:23])[CH3:22], predict the reaction product. The product is: [N+:18]([C:12]1[CH:11]=[CH:10][C:9]2[N:8]([C:21](=[O:23])[CH3:22])[C:7]3[C:16]([S:15][C:14]=2[CH:13]=1)=[CH:17][C:4]([N+:1]([O-:3])=[O:2])=[CH:5][CH:6]=3)([O-:20])=[O:19]. (5) Given the reactants Cl.[F:2][C:3]1[CH:4]=[C:5]([CH2:13][C:14]([NH:16][C:17]2[C:26]([O:27][CH3:28])=[CH:25][CH:24]=[C:23]3[C:18]=2[CH2:19][CH2:20][NH:21][CH2:22]3)=[O:15])[CH:6]=[CH:7][C:8]=1[C:9]([F:12])([F:11])[F:10].C(N(CC)C(C)C)(C)C.C(Cl)Cl.[CH3:41][C:42]([CH3:47])([CH3:46])[C:43](Cl)=[O:44], predict the reaction product. The product is: [F:2][C:3]1[CH:4]=[C:5]([CH2:13][C:14]([NH:16][C:17]2[C:26]([O:27][CH3:28])=[CH:25][CH:24]=[C:23]3[C:18]=2[CH2:19][CH2:20][N:21]([C:43](=[O:44])[C:42]([CH3:47])([CH3:46])[CH3:41])[CH2:22]3)=[O:15])[CH:6]=[CH:7][C:8]=1[C:9]([F:12])([F:10])[F:11]. (6) The product is: [CH3:1][C:20]([CH3:19])([CH3:34])[CH2:21][NH:22][C:23](=[O:33])/[CH:24]=[CH:25]/[CH2:26][CH2:27][CH2:28][CH2:29][CH2:30][CH2:31][CH3:32]. Given the reactants [CH3:1]CCCCCC/C=C/C(O)=O.CC(CC)CN.[CH3:19][CH:20]([CH2:34]C)[CH2:21][NH:22][C:23](=[O:33])/[CH:24]=[CH:25]/[CH2:26][CH2:27][CH2:28][CH2:29][CH2:30][CH2:31][CH3:32], predict the reaction product. (7) The product is: [C:32]1([C:10]2[CH:9]=[C:8]([C:5]3[CH:4]=[CH:3][C:2]([NH:1][S:45]([CH3:44])(=[O:47])=[O:46])=[CH:7][CH:6]=3)[CH:13]=[CH:12][C:11]=2[NH:14][C:15]([C:17]2[N:18]([CH2:24][O:25][CH2:26][CH2:27][Si:28]([CH3:30])([CH3:31])[CH3:29])[CH:19]=[C:20]([C:22]#[N:23])[N:21]=2)=[O:16])[CH2:37][CH2:36][CH2:35][CH2:34][CH:33]=1. Given the reactants [NH2:1][C:2]1[CH:7]=[CH:6][C:5]([C:8]2[CH:13]=[CH:12][C:11]([NH:14][C:15]([C:17]3[N:18]([CH2:24][O:25][CH2:26][CH2:27][Si:28]([CH3:31])([CH3:30])[CH3:29])[CH:19]=[C:20]([C:22]#[N:23])[N:21]=3)=[O:16])=[C:10]([C:32]3[CH2:37][CH2:36][CH2:35][CH2:34][CH:33]=3)[CH:9]=2)=[CH:4][CH:3]=1.N1C=CC=CC=1.[CH3:44][S:45](Cl)(=[O:47])=[O:46], predict the reaction product. (8) Given the reactants Cl.CO[C:4]([C:6]1[CH:11]=[CH:10][CH:9]=[CH:8][C:7]=1[CH2:12][C:13](=[NH:16])OC)=[O:5].[OH:17][CH2:18][CH:19]1[CH2:24][CH2:23][CH2:22][NH:21][CH2:20]1, predict the reaction product. The product is: [OH:17][CH2:18][CH:19]1[CH2:24][CH2:23][CH2:22][N:21]([C:13]2[NH:16][C:4](=[O:5])[C:6]3[C:7]([CH:12]=2)=[CH:8][CH:9]=[CH:10][CH:11]=3)[CH2:20]1. (9) Given the reactants Cl.[O:2]1[C:6]2[CH:7]=[CH:8][CH:9]=[C:10]([CH:11]3[CH2:16][CH2:15][N:14]([CH2:17][CH2:18][C@H:19]4[CH2:24][CH2:23][C@H:22]([NH2:25])[CH2:21][CH2:20]4)[CH2:13][CH2:12]3)[C:5]=2[O:4][CH2:3]1.[F:26][C:27]([F:34])([F:33])[CH2:28][CH2:29][C:30](O)=[O:31], predict the reaction product. The product is: [O:2]1[C:6]2[CH:7]=[CH:8][CH:9]=[C:10]([CH:11]3[CH2:16][CH2:15][N:14]([CH2:17][CH2:18][C@H:19]4[CH2:20][CH2:21][C@H:22]([NH:25][C:30](=[O:31])[CH2:29][CH2:28][C:27]([F:34])([F:33])[F:26])[CH2:23][CH2:24]4)[CH2:13][CH2:12]3)[C:5]=2[O:4][CH2:3]1.